From a dataset of Catalyst prediction with 721,799 reactions and 888 catalyst types from USPTO. Predict which catalyst facilitates the given reaction. (1) Reactant: [CH3:1][O:2][CH2:3][CH2:4][O:5][CH2:6][CH2:7][OH:8].Br[CH2:10][C:11]#[CH:12].O. Product: [CH3:1][O:2][CH2:3][CH2:4][O:5][CH2:6][CH2:7][O:8][CH2:12][C:11]#[CH:10]. The catalyst class is: 1. (2) Reactant: [ClH:1].[CH3:2][O:3][C@@H:4]1[CH2:12][C:11]2[C:6](=[CH:7][CH:8]=[CH:9][CH:10]=2)[C@@H:5]1[NH:13]C(=O)OC(C)(C)C. Product: [CH3:2][O:3][C@@H:4]1[CH2:12][C:11]2[C:6](=[CH:7][CH:8]=[CH:9][CH:10]=2)[C@@H:5]1[NH2:13].[ClH:1]. The catalyst class is: 169.